The task is: Predict the reaction yield, written as a fraction of the theoretical maximum amount of product (1.0 means a 100% yield; for example, 0.34 means a 34% yield).. This data is from Reaction yield outcomes from USPTO patents with 853,638 reactions. (1) The catalyst is C(#N)C. The yield is 0.0900. The product is [Br:8][C:7]1[C:2]2[N:3]([CH:14]=[CH:15][N:1]=2)[CH:4]=[C:5]([C:9]([O:11][CH3:12])=[O:10])[N:6]=1. The reactants are [NH2:1][C:2]1[N:3]=[CH:4][C:5]([C:9]([O:11][CH3:12])=[O:10])=[N:6][C:7]=1[Br:8].Br[CH2:14][CH:15](OC)OC. (2) The reactants are FC(F)(F)C(O)=O.FC(F)(F)C(O)=O.[F:15][C:16]1[C:44]([F:45])=[CH:43][CH:42]=[CH:41][C:17]=1[O:18][C:19]1[CH:24]=[CH:23][C:22]([C:25]2[C:33]3[C:28](=[N:29][CH:30]=[N:31][C:32]=3[NH2:34])[N:27]([CH2:35][C@H:36]3[CH2:40][CH2:39][CH2:38][NH:37]3)[N:26]=2)=[CH:21][CH:20]=1.C1N=CN(C(N2C=NC=C2)=O)C=1.[C:58]([CH2:60][C:61](O)=[O:62])#[N:59]. The product is [NH2:34][C:32]1[N:31]=[CH:30][N:29]=[C:28]2[N:27]([CH2:35][C@H:36]3[CH2:40][CH2:39][CH2:38][N:37]3[C:61](=[O:62])[CH2:60][C:58]#[N:59])[N:26]=[C:25]([C:22]3[CH:21]=[CH:20][C:19]([O:18][C:17]4[CH:41]=[CH:42][CH:43]=[C:44]([F:45])[C:16]=4[F:15])=[CH:24][CH:23]=3)[C:33]=12. The yield is 0.720. The catalyst is ClCCl. (3) The reactants are [CH3:1][O:2][C:3](=[O:13])[C:4]1[CH:12]=[CH:11][C:7]([C:8]([OH:10])=O)=[CH:6][CH:5]=1.O=S(Cl)Cl.[Cl:18][C:19]1[C:24]([NH2:25])=[CH:23][CH:22]=[CH:21][N:20]=1.C(N(CC)CC)C. The catalyst is CN(C=O)C.C1COCC1. The product is [Cl:18][C:19]1[C:24]([NH:25][C:8]([C:7]2[CH:6]=[CH:5][C:4]([C:3]([O:2][CH3:1])=[O:13])=[CH:12][CH:11]=2)=[O:10])=[CH:23][CH:22]=[CH:21][N:20]=1. The yield is 0.610. (4) The reactants are [CH3:1][C:2]1[O:6][N:5]=[C:4]([C:7]2[CH:12]=[CH:11][CH:10]=[CH:9][CH:8]=2)[C:3]=1[CH2:13][O:14][C:15]1[CH:23]=[CH:22][C:18]([C:19]([OH:21])=O)=[CH:17][N:16]=1.C(N(C(C)C)C(C)C)C.O.ON1C2C=CC=CC=2N=N1.F[B-](F)(F)F.N1(OC(N(C)C)=[N+](C)C)C2C=CC=CC=2N=N1.OC[NH:68][C:69](=[NH:71])[CH3:70]. The catalyst is CN(C=O)C.O. The product is [CH3:70][C:69]1[N:71]=[C:19]([C:18]2[CH:22]=[CH:23][C:15]([O:14][CH2:13][C:3]3[C:4]([C:7]4[CH:8]=[CH:9][CH:10]=[CH:11][CH:12]=4)=[N:5][O:6][C:2]=3[CH3:1])=[N:16][CH:17]=2)[O:21][N:68]=1. The yield is 0.690. (5) The reactants are CCN(C(C)C)C(C)C.[Cl:10][C:11]1[CH:19]=[CH:18][C:17]([F:20])=[CH:16][C:12]=1[C:13]([OH:15])=O.C1C=CC2N(O)N=NC=2C=1.CCN=C=NCCCN(C)C.[O:42]=[C:43]([N:60]1[CH2:65][CH2:64][NH:63][CH2:62][CH2:61]1)[CH2:44][NH:45][C:46]([C:48]1[CH:53]=[CH:52][C:51]([C:54]2[CH:59]=[CH:58][CH:57]=[CH:56][CH:55]=2)=[CH:50][CH:49]=1)=[O:47]. The catalyst is CN(C=O)C.O. The product is [Cl:10][C:11]1[CH:19]=[CH:18][C:17]([F:20])=[CH:16][C:12]=1[C:13]([N:63]1[CH2:62][CH2:61][N:60]([C:43](=[O:42])[CH2:44][NH:45][C:46]([C:48]2[CH:53]=[CH:52][C:51]([C:54]3[CH:59]=[CH:58][CH:57]=[CH:56][CH:55]=3)=[CH:50][CH:49]=2)=[O:47])[CH2:65][CH2:64]1)=[O:15]. The yield is 0.283.